Dataset: Forward reaction prediction with 1.9M reactions from USPTO patents (1976-2016). Task: Predict the product of the given reaction. (1) Given the reactants [Cl:1][C:2]1[CH:29]=[CH:28][C:5]2[N:6]=[C:7]([NH:9][C:10]3[CH:15]=[CH:14][C:13]([C:16]4[N:20]5[CH:21]=[CH:22]C=[C:24]([C:25](O)=[O:26])[C:19]5=[N:18][N:17]=4)=[CH:12][CH:11]=3)[S:8][C:4]=2[CH:3]=1.C1C=CC2N(O)N=[N:36]C=2C=1.Cl.[NH2:41][C@@H:42]([CH2:45][CH3:46])[CH2:43][OH:44].C(N(CC)CC)C, predict the reaction product. The product is: [Cl:1][C:2]1[CH:29]=[CH:28][C:5]2[N:6]=[C:7]([NH:9][C:10]3[CH:15]=[CH:14][C:13]([C:16]4[N:20]5[CH:21]=[CH:22][N:36]=[C:24]([C:25]([NH:41][C@@H:42]([CH2:45][CH3:46])[CH2:43][OH:44])=[O:26])[C:19]5=[N:18][N:17]=4)=[CH:12][CH:11]=3)[S:8][C:4]=2[CH:3]=1. (2) Given the reactants [CH3:1][O:2][C:3]1[CH:8]=[CH:7][CH:6]=[CH:5][C:4]=1[O:9][CH3:10].[C:11](Cl)(=[O:14])[CH:12]=[CH2:13].[Cl-].[Al+3].[Cl-].[Cl-], predict the reaction product. The product is: [CH3:1][O:2][C:3]1[CH:8]=[C:7]([C:11](=[O:14])[CH:12]=[CH2:13])[CH:6]=[CH:5][C:4]=1[O:9][CH3:10]. (3) The product is: [NH2:21][C:12]1[C:11]2[NH:10][C:9](=[O:29])[N:8]([CH2:1][C:2]3[CH:7]=[CH:6][CH:5]=[CH:4][CH:3]=3)[C:16]=2[CH:15]=[C:14]([C:17]([F:20])([F:19])[F:18])[N:13]=1. Given the reactants [CH2:1]([N:8]1[C:16]2[CH:15]=[C:14]([C:17]([F:20])([F:19])[F:18])[N:13]=[C:12]([NH:21]CC3C=CC=CC=3)[C:11]=2[NH:10][C:9]1=[O:29])[C:2]1[CH:7]=[CH:6][CH:5]=[CH:4][CH:3]=1.OS(O)(=O)=O.C([O-])([O-])=O.[K+].[K+], predict the reaction product. (4) Given the reactants C([O:4][CH2:5][C:6]1[C:10]2[N:11]=[CH:12][N:13]=[CH:14][C:9]=2[S:8][CH:7]=1)(=O)C.[OH-].[Na+], predict the reaction product. The product is: [OH:4][CH2:5][C:6]1[C:10]2[N:11]=[CH:12][N:13]=[CH:14][C:9]=2[S:8][CH:7]=1. (5) The product is: [CH3:13][O:14][C:15]1[CH:23]=[CH:22][C:18]([CH2:19][CH2:20][NH:21][CH2:2][CH:3]2[CH2:12][CH2:11][C:10]3[C:5](=[CH:6][CH:7]=[CH:8][CH:9]=3)[CH2:4]2)=[CH:17][CH:16]=1. Given the reactants Br[CH2:2][CH:3]1[CH2:12][CH2:11][C:10]2[C:5](=[CH:6][CH:7]=[CH:8][CH:9]=2)[CH2:4]1.[CH3:13][O:14][C:15]1[CH:23]=[CH:22][C:18]([CH2:19][CH2:20][NH2:21])=[CH:17][CH:16]=1, predict the reaction product. (6) Given the reactants C([O:4][CH2:5][CH2:6][CH2:7][CH2:8][N:9]1[C:14]2=[N:15][C:16]([C:25]3[CH:30]=[CH:29][CH:28]=[CH:27][CH:26]=3)=[C:17]([C:19]3[CH:24]=[CH:23][CH:22]=[CH:21][CH:20]=3)[N:18]=[C:13]2[CH2:12][CH2:11][CH2:10]1)(=O)C.[OH-].[Li+], predict the reaction product. The product is: [C:19]1([C:17]2[N:18]=[C:13]3[CH2:12][CH2:11][CH2:10][N:9]([CH2:8][CH2:7][CH2:6][CH2:5][OH:4])[C:14]3=[N:15][C:16]=2[C:25]2[CH:30]=[CH:29][CH:28]=[CH:27][CH:26]=2)[CH:20]=[CH:21][CH:22]=[CH:23][CH:24]=1. (7) Given the reactants C[Si](C)(C)[N-][Si](C)(C)C.[Li+].[CH2:11]([N:18]1[C:25](=[O:26])[CH2:24][N:23]([C:27]([O:29][C:30]([CH3:33])([CH3:32])[CH3:31])=[O:28])[CH2:22][C:19]21[CH2:21][CH2:20]2)[C:12]1[CH:17]=[CH:16][CH:15]=[CH:14][CH:13]=1.[CH3:34]I.[Cl-].[NH4+], predict the reaction product. The product is: [CH2:11]([N:18]1[C:25](=[O:26])[CH:24]([CH3:34])[N:23]([C:27]([O:29][C:30]([CH3:33])([CH3:32])[CH3:31])=[O:28])[CH2:22][C:19]21[CH2:21][CH2:20]2)[C:12]1[CH:17]=[CH:16][CH:15]=[CH:14][CH:13]=1. (8) Given the reactants C(OC([N:8]1[CH2:12][C@H:11]([CH2:13][N:14]([C:28]2[CH:33]=[CH:32][C:31]([Cl:34])=[CH:30][CH:29]=2)[CH2:15][C:16]2[CH:21]=[CH:20][CH:19]=[CH:18][C:17]=2[O:22][CH2:23][CH2:24][CH2:25][O:26][CH3:27])[C@@H:10]([CH2:35][C:36]2[CH:41]=[CH:40][CH:39]=[CH:38][CH:37]=2)[CH2:9]1)=O)(C)(C)C, predict the reaction product. The product is: [CH2:35]([C@H:10]1[CH2:9][NH:8][CH2:12][C@@H:11]1[CH2:13][N:14]([C:28]1[CH:33]=[CH:32][C:31]([Cl:34])=[CH:30][CH:29]=1)[CH2:15][C:16]1[CH:21]=[CH:20][CH:19]=[CH:18][C:17]=1[O:22][CH2:23][CH2:24][CH2:25][O:26][CH3:27])[C:36]1[CH:37]=[CH:38][CH:39]=[CH:40][CH:41]=1.